This data is from Full USPTO retrosynthesis dataset with 1.9M reactions from patents (1976-2016). The task is: Predict the reactants needed to synthesize the given product. (1) Given the product [Cl:1][C:2]1[CH:3]=[CH:4][C:5]([C:8]2[CH:13]=[CH:12][CH:11]=[CH:10][C:9]=2[CH2:14][N:19]2[CH2:18][CH2:17][N:16]([C:22]([O:24][C:25]([CH3:28])([CH3:27])[CH3:26])=[O:23])[CH2:21][CH2:20]2)=[CH:6][CH:7]=1, predict the reactants needed to synthesize it. The reactants are: [Cl:1][C:2]1[CH:7]=[CH:6][C:5]([C:8]2[C:9]([CH:14]=O)=[CH:10][CH:11]=[CH:12][CH:13]=2)=[CH:4][CH:3]=1.[N:16]1([C:22]([O:24][C:25]([CH3:28])([CH3:27])[CH3:26])=[O:23])[CH2:21][CH2:20][NH:19][CH2:18][CH2:17]1.C(O[BH-](OC(=O)C)OC(=O)C)(=O)C.[Na+]. (2) Given the product [F:9][C:2]1([F:1])[CH2:3][CH:4]([C:6]([NH:27][C:26]2[CH:28]=[CH:29][CH:30]=[CH:31][C:25]=2[N+:22]([O-:24])=[O:23])=[O:8])[CH2:5]1, predict the reactants needed to synthesize it. The reactants are: [F:1][C:2]1([F:9])[CH2:5][CH:4]([C:6]([OH:8])=O)[CH2:3]1.C(N1C=CN=C1)(N1C=CN=C1)=O.[N+:22]([C:25]1[CH:31]=[CH:30][CH:29]=[CH:28][C:26]=1[NH2:27])([O-:24])=[O:23].C(N(CC)CC)C.C(O)(=O)CC(CC(O)=O)(C(O)=O)O. (3) Given the product [CH3:1][O:2][CH:3]([O:6][CH3:7])[CH2:4][O:16][C:8](=[O:15])[C:9]1[CH:14]=[CH:13][CH:12]=[CH:11][CH:10]=1, predict the reactants needed to synthesize it. The reactants are: [CH3:1][O:2][CH:3]([O:6][CH3:7])[CH2:4]Cl.[C:8]([O-:16])(=[O:15])[C:9]1[CH:14]=[CH:13][CH:12]=[CH:11][CH:10]=1.[K+].[I-].[K+].CN(C)C=O. (4) Given the product [CH3:1][N:2]1[CH2:7][CH2:6][N:5]([C:8]2[CH:9]=[CH:10][C:11]3[N:15]=[C:14]([C:16]4[C:28]5[C:27]6[C:22](=[CH:23][CH:24]=[CH:25][CH:26]=6)[CH:21]([NH2:29])[C:20]=5[CH:19]=[CH:18][CH:17]=4)[NH:13][C:12]=3[CH:31]=2)[CH2:4][CH2:3]1, predict the reactants needed to synthesize it. The reactants are: [CH3:1][N:2]1[CH2:7][CH2:6][N:5]([C:8]2[CH:9]=[CH:10][C:11]3[N:15]=[C:14]([C:16]4[C:28]5[C:27]6[C:22](=[CH:23][CH:24]=[CH:25][CH:26]=6)[C:21](=[N:29]O)[C:20]=5[CH:19]=[CH:18][CH:17]=4)[NH:13][C:12]=3[CH:31]=2)[CH2:4][CH2:3]1.